Task: Predict the product of the given reaction.. Dataset: Forward reaction prediction with 1.9M reactions from USPTO patents (1976-2016) (1) Given the reactants [F:1][C:2]1[CH:7]=[CH:6][C:5]([C:8]2[N:12]3[N:13]=[CH:14][C:15]([C:17]([F:20])([F:19])[F:18])=[N:16][C:11]3=[N:10][CH:9]=2)=[CH:4][C:3]=1OS(C(F)(F)F)(=O)=O.C([O-])(=O)C.[K+].[B:34]1([B:34]2[O:39][CH2:38][C:37]([CH3:41])([CH3:40])[CH2:36][O:35]2)[O:39][CH2:38][C:37]([CH3:41])([CH3:40])[CH2:36][O:35]1, predict the reaction product. The product is: [CH3:40][C:37]1([CH3:41])[CH2:38][O:39][B:34]([C:3]2[CH:4]=[C:5]([C:8]3[N:12]4[N:13]=[CH:14][C:15]([C:17]([F:20])([F:19])[F:18])=[N:16][C:11]4=[N:10][CH:9]=3)[CH:6]=[CH:7][C:2]=2[F:1])[O:35][CH2:36]1. (2) Given the reactants [N:1]([CH2:4][C:5]1[C:13]2[O:12][CH2:11][CH2:10][C:9]=2[CH:8]=[CH:7][CH:6]=1)=[N+]=[N-].[Li].O.[OH-].[Na+], predict the reaction product. The product is: [O:12]1[C:13]2[C:5]([CH2:4][NH2:1])=[CH:6][CH:7]=[CH:8][C:9]=2[CH2:10][CH2:11]1. (3) Given the reactants [N:1]1[C:5]2[CH:6]=[CH:7][C:8]([NH2:10])=[CH:9][C:4]=2[NH:3][CH:2]=1.[CH3:11][C:12]1[CH:19]=[CH:18][C:15]([CH2:16]Br)=[CH:14][CH:13]=1.C([O-])([O-])=O.[K+].[K+], predict the reaction product. The product is: [CH3:11][C:12]1[CH:19]=[CH:18][C:15]([CH2:16][N:1]2[C:5]3[CH:6]=[CH:7][C:8]([NH2:10])=[CH:9][C:4]=3[N:3]=[CH:2]2)=[CH:14][CH:13]=1. (4) Given the reactants [CH3:1][NH:2][CH2:3][C:4]1[N:8]([CH2:9][CH:10](O)[CH3:11])[N:7]=[C:6]([N+:13]([O-:15])=[O:14])[CH:5]=1.C1(P(C2C=CC=CC=2)C2C=CC=CC=2)C=CC=CC=1.N(C(OC(C)C)=O)=NC(OC(C)C)=O, predict the reaction product. The product is: [CH3:1][N:2]1[CH:10]([CH3:11])[CH2:9][N:8]2[N:7]=[C:6]([N+:13]([O-:15])=[O:14])[CH:5]=[C:4]2[CH2:3]1. (5) Given the reactants Cl.[N:2]1[CH:7]=[CH:6][CH:5]=[CH:4][C:3]=1[S:8][S:9][CH2:10][CH2:11][C:12]([NH:14][NH2:15])=[O:13].[OH:16][C:17]1[C:34]2[CH2:33][C@@:32]([OH:39])([C:35](=O)[CH2:36][OH:37])[CH2:31][C@H:30]([O:40][C@@H:41]3[O:55][C@@H:54]([CH3:56])[C@H:44]4[O:45][C@H:46]5[N:51]([C@H:43]4[CH2:42]3)[CH2:50][CH2:49][O:48][C@@H:47]5[O:52][CH3:53])[C:29]=2[C:28]([OH:57])=[C:27]2[C:18]=1[C:19](=[O:61])[C:20]1[CH:21]=[CH:22][CH:23]=[C:24]([O:59][CH3:60])[C:25]=1[C:26]2=[O:58], predict the reaction product. The product is: [OH:37][CH2:36]/[C:35](=[N:15]\[NH:14][C:12](=[O:13])[CH2:11][CH2:10][S:9][S:8][C:3]1[CH:4]=[CH:5][CH:6]=[CH:7][N:2]=1)/[C@@:32]1([OH:39])[CH2:31][C@H:30]([O:40][C@@H:41]2[O:55][C@@H:54]([CH3:56])[C@H:44]3[O:45][C@H:46]4[N:51]([C@H:43]3[CH2:42]2)[CH2:50][CH2:49][O:48][C@@H:47]4[O:52][CH3:53])[C:29]2[C:34](=[C:17]([OH:16])[C:18]3[C:19](=[O:61])[C:20]4[C:25]([C:26](=[O:58])[C:27]=3[C:28]=2[OH:57])=[C:24]([O:59][CH3:60])[CH:23]=[CH:22][CH:21]=4)[CH2:33]1. (6) Given the reactants C([N:3]1[C:15]2[C:14]([O:16][CH3:17])=[CH:13][CH:12]=[C:11]([S:18]([NH:21][C:22]3[CH:27]=[CH:26][C:25]([O:28][CH3:29])=[CH:24][CH:23]=3)(=[O:20])=[O:19])[C:10]=2[C:9]2[C:4]1=[CH:5][CH:6]=[CH:7][CH:8]=2)=O.[BH4-].[Na+], predict the reaction product. The product is: [CH3:17][O:16][C:14]1[C:15]2[NH:3][C:4]3[C:9](=[CH:8][CH:7]=[CH:6][CH:5]=3)[C:10]=2[C:11]([S:18]([NH:21][C:22]2[CH:23]=[CH:24][C:25]([O:28][CH3:29])=[CH:26][CH:27]=2)(=[O:19])=[O:20])=[CH:12][CH:13]=1.